Dataset: Full USPTO retrosynthesis dataset with 1.9M reactions from patents (1976-2016). Task: Predict the reactants needed to synthesize the given product. (1) Given the product [CH2:1]([O:3][C:4]1[CH:30]=[CH:29][C:7]([CH2:8][N:9]2[C:13]3[CH:14]=[C:15]([O:19][CH2:20][CH2:21][CH2:22][C:23]([O:25][CH2:26][CH3:27])=[O:24])[CH:16]=[C:17]([CH3:18])[C:12]=3[N:11]=[C:10]2[CH3:28])=[C:6]([CH2:31][CH3:32])[CH:5]=1)[CH3:2], predict the reactants needed to synthesize it. The reactants are: [CH2:1]([O:3][C:4]1[CH:30]=[CH:29][C:7]([CH2:8][N:9]2[C:13]3[CH:14]=[C:15]([O:19][CH2:20][CH2:21][CH2:22][C:23]([O:25][CH2:26][CH3:27])=[O:24])[CH:16]=[C:17]([CH3:18])[C:12]=3[N:11]=[C:10]2[CH3:28])=[C:6]([CH:31]=[CH2:32])[CH:5]=1)[CH3:2]. (2) Given the product [CH3:23][C:24]1[N:25]([C:6]2[N:5]=[C:4]([CH2:8][CH2:9][C:10]3[CH:11]=[C:12]([CH:15]=[CH:16][CH:17]=3)[C:13]#[N:14])[CH:3]=[C:2]([CH3:1])[CH:7]=2)[C:26]([CH3:29])=[CH:27][CH:28]=1, predict the reactants needed to synthesize it. The reactants are: [CH3:1][C:2]1[CH:7]=[CH:6][N:5]=[C:4]([CH2:8][CH2:9][C:10]2[CH:11]=[C:12]([CH:15]=[CH:16][CH:17]=2)[C:13]#[N:14])[CH:3]=1.[Li]CCCC.[CH3:23][C:24]1[N:25](C2C=C(C)C=C(CCC3C=CC=C(I)C=3)N=2)[C:26]([CH3:29])=[CH:27][CH:28]=1.C(C1N=C2NC=CC2=CC=1)#C. (3) Given the product [NH3:4].[C:43]([N:13]1[CH2:12][CH2:11][CH:10]([NH:9][C:7](=[O:8])[C:6]2[CH:16]=[C:2]([F:1])[CH:3]=[N:4][C:5]=2[O:17][C:18]2[CH:23]=[CH:22][CH:21]=[C:20]([S:24][CH3:25])[CH:19]=2)[CH2:15][CH2:14]1)(=[O:50])[C:44]1[CH:49]=[CH:48][CH:47]=[CH:46][CH:45]=1, predict the reactants needed to synthesize it. The reactants are: [F:1][C:2]1[CH:3]=[N:4][C:5]([O:17][C:18]2[CH:23]=[CH:22][CH:21]=[C:20]([S:24][CH3:25])[CH:19]=2)=[C:6]([CH:16]=1)[C:7]([NH:9][CH:10]1[CH2:15][CH2:14][NH:13][CH2:12][CH2:11]1)=[O:8].ON1C2C=CC=CC=2N=N1.CN1CCOCC1.[C:43](O)(=[O:50])[C:44]1[CH:49]=[CH:48][CH:47]=[CH:46][CH:45]=1.Cl.CN(C)CCCN=C=NCC.